Dataset: Reaction yield outcomes from USPTO patents with 853,638 reactions. Task: Predict the reaction yield, written as a fraction of the theoretical maximum amount of product (1.0 means a 100% yield; for example, 0.34 means a 34% yield). (1) The product is [CH3:1][O:2][C:3](=[O:12])[C:4]1[CH:9]=[CH:8][C:7]([I:10])=[C:6]([NH:11][S:14]([CH3:13])(=[O:16])=[O:15])[CH:5]=1. The catalyst is N1C=CC=CC=1. The yield is 0.950. The reactants are [CH3:1][O:2][C:3](=[O:12])[C:4]1[CH:9]=[CH:8][C:7]([I:10])=[C:6]([NH2:11])[CH:5]=1.[CH3:13][S:14](Cl)(=[O:16])=[O:15].COC(=O)C1C=CC(NS(C)(=O)=O)=C(I)C=1. (2) The reactants are [OH:1][CH2:2][C:3]([CH3:25])([CH3:24])[O:4][C:5]1[C:6]([CH2:16][CH2:17][C:18]2[CH:23]=[CH:22][CH:21]=[CH:20][CH:19]=2)=[C:7]2[C:12](=[CH:13][CH:14]=1)[CH:11]([OH:15])[CH2:10][CH2:9][CH2:8]2. The catalyst is [O-2].[O-2].[Mn+4].O1CCCC1. The product is [OH:1][CH2:2][C:3]([CH3:25])([CH3:24])[O:4][C:5]1[C:6]([CH2:16][CH2:17][C:18]2[CH:23]=[CH:22][CH:21]=[CH:20][CH:19]=2)=[C:7]2[C:12](=[CH:13][CH:14]=1)[C:11](=[O:15])[CH2:10][CH2:9][CH2:8]2. The yield is 0.870. (3) The reactants are [CH2:1]([O:8][C:9]([NH:11][CH:12](OC)[C:13]([O:15][CH3:16])=[O:14])=[O:10])[C:2]1[CH:7]=[CH:6][CH:5]=[CH:4][CH:3]=1.P(Cl)(Cl)Cl.[P:23]([O:28]C)([O:26][CH3:27])[O:24][CH3:25]. The catalyst is C1(C)C=CC=CC=1. The product is [CH2:1]([O:8][C:9]([NH:11][CH:12]([P:23]([O:26][CH3:27])([O:24][CH3:25])=[O:28])[C:13]([O:15][CH3:16])=[O:14])=[O:10])[C:2]1[CH:3]=[CH:4][CH:5]=[CH:6][CH:7]=1. The yield is 0.650. (4) The reactants are [Si]([O:18][CH2:19]/[CH:20]=[CH:21]\[CH2:22][CH:23]([C:34]1[CH:39]=[C:38]([F:40])[CH:37]=[CH:36][C:35]=1[F:41])[S:24]([C:27]1[CH:32]=[CH:31][C:30]([Cl:33])=[CH:29][CH:28]=1)(=[O:26])=[O:25])(C(C)(C)C)(C1C=CC=CC=1)C1C=CC=CC=1.[F-].C([N+](CCCC)(CCCC)CCCC)CCC.O. The catalyst is O1CCCC1.CCCCCC. The product is [Cl:33][C:30]1[CH:29]=[CH:28][C:27]([S:24]([CH:23]([C:34]2[CH:39]=[C:38]([F:40])[CH:37]=[CH:36][C:35]=2[F:41])[CH2:22]/[CH:21]=[CH:20]\[CH2:19][OH:18])(=[O:26])=[O:25])=[CH:32][CH:31]=1. The yield is 0.580.